Binary Classification. Given a miRNA mature sequence and a target amino acid sequence, predict their likelihood of interaction. From a dataset of Experimentally validated miRNA-target interactions with 360,000+ pairs, plus equal number of negative samples. (1) The miRNA is hsa-miR-6791-5p with sequence CCCCUGGGGCUGGGCAGGCGGA. The protein sequence of the target gene is MESYDVIANQPVVIDNGSGVIKAGFAGDQIPKYCFPNYVGRPKHVRVMAGALEGDIFIGPKAEEHRGLLSIRYPMEHGIVKDWNDMERIWQYVYSKDQLQTFSEEHPVLLTEAPLNPRKNRERAAEVFFETFNVPALFISMQAVLSLYATGRTTGVVLDSGDGVTHAVPIYEGFAMPHSIMRIDIAGRDVSRFLRLYLRKEGYDFHSSSEFEIVKAIKERACYLSINPQKDETLETEKAQYYLPDGSTIEIGPSRFRAPELLFRPDLIGEESEGIHEVLVFAIQKSDMDLRRTLFSNIVL.... Result: 0 (no interaction). (2) The miRNA is hsa-miR-135b-3p with sequence AUGUAGGGCUAAAAGCCAUGGG. The protein sequence of the target gene is METVHSTFLLLLFVPLTQQAPQSQLDSHVNYEYATGNSEETKFSQDYEDKYLDGKSIKEKETMIIPDEKSLQLQKDEVIPSLPTKKENDEMPTCLLCVCLSGSVYCEEVDIDAVPPLPKESAYLYARFNKIKKLTAKDFADMPNLRRLDFTGNLIEDIEDGTFSKLSLLEELTLAENQLLRLPVLPPKLTLLNAKHNKIKSKGIKANTFKKLNKLSFLYLDHNDLESVPPNLPESLRVIHLQFNSISSLTDDTFCKANDTRYIRERIEEIRLEGNPIALGKHPNSFICLKRLPIGSYF. Result: 0 (no interaction). (3) The miRNA is mmu-miR-467e-3p with sequence AUAUACAUACACACACCUAUAU. The protein sequence of the target gene is MRKMSEEEFYLFKNISSVGPWDGPQYHIAPVWAFYLQAAFMGTVFLIGFPLNAMVLVATLRYKKLRQPLNYILVNVSFGGFLLCIFSVFPVFVASCNGYFVFGRHVCALEGFLGTVAGLVTGWSLAFLAFERYIVICKPFGNFRFSSKHALTVVLATWTIGIGVSIPPFFGWSRFIPEGLQCSCGPDWYTVGTKYRSESYTWFLFIFCFIVPLSLICFSYTQLLRALKAVAAQQQESATTQKAEREVSRMVVVMVGSFCVCYVPYAAFAMYMVNNRNHGLDLRLVTIPSFFSKSACIYNP.... Result: 0 (no interaction).